Binary Classification. Given a miRNA mature sequence and a target amino acid sequence, predict their likelihood of interaction. From a dataset of Experimentally validated miRNA-target interactions with 360,000+ pairs, plus equal number of negative samples. (1) The miRNA is hsa-miR-16-5p with sequence UAGCAGCACGUAAAUAUUGGCG. Result: 1 (interaction). The protein sequence of the target gene is MAAKSDGAAASASPDPEGAAGGARGSAGGRGEAAAAAGPPGVVGAGGPGPRYELRDCCWVLCALLVFFSDGATDLWLAASYYLQNQHTYFSLTLLFVLLPSLVVQLLSFRWFVYDYSEPAGSPGPAVSTKDSVAGGAAISTKDSAGAFRTKEGSPEPGPQPAPSSASAYRRRCCRLCIWLLQTLVHLLQLGQVWRYLRALYLGLQSRWRGERLRRHFYWQMLFESADVSMLRLLETFLRSAPQLVLQLSLLVHRGGAPDLLPALSTSASLVSLAWTLASYQKVLRDSRDDKRPLSYKGAV.... (2) The miRNA is hsa-miR-627-5p with sequence GUGAGUCUCUAAGAAAAGAGGA. The protein sequence of the target gene is MDSSSFIQFDVPEYSSTVLSQLNELRLQGKLCDIIVHIQGQPFRAHKAVLAASSPYFRDHSALSTMSGLSISVIKNPNVFEQLLSFCYTGRMSLQLKDVVSFLTAASFLQMQCVIDKCTQILESIHSKISVGDVDSVTVGAEENPESRNGVKDSSFFANPVEISPPYCSQGRQPTASSDLRMETTPSKALRSRLQEEGHSDRGSSGSVSEYEIQIEGDHEQGDLLVRESQITEVKVKMEKSDRPSCSDSSSLGDDGYHTEMVDGEQVVAVNVGSYGSVLQHAYSYSQAASQPTNVSEAFG.... Result: 0 (no interaction). (3) The miRNA is mmu-miR-551b-3p with sequence GCGACCCAUACUUGGUUUCAG. The protein sequence of the target gene is MRRQWGSAMRAAEQAGCMVSASRAGQPEAGPWSCSGVILSRSPGLVLCHGGIFVPFLRAGSEVLTAAGAVFLPGDSCRDDLRLHVQWAPTAAGPGGGAERGRPGLCTPQCASLEPGPPAPSRGRPLQPRLPAELLLLLSCPAFWAHFARLFGDEAAEQWRFSSAARDDEVSEDEEADQLRALGWFALLGVRLGQEEVEEERGPAMAVSPLGAVPKGAPLLVCGSPFGAFCPDIFLNTLSCGVLSNVAGPLLLTDARCLPGTEGGGVFTARPAGALVALVVAPLCWKAGEWVGFTLLCAAA.... Result: 0 (no interaction). (4) The miRNA is hsa-miR-7113-3p with sequence CCUCCCUGCCCGCCUCUCUGCAG. The protein sequence of the target gene is MVAACRSVAGLLPRRRRCFPARAPLLRVALCLLCWTPAAVRAVPELGLWLETVNDKSGPLIFRKTMFNSTDIKLSVKSFHCSGPVKFTIVWHLKYHTCHNEHSNLEELFQKHKLSVDEDFCHYLKNDNCWTTKNENLDCNSDSQVFPSLNNKELINIRNVSNQERSMDVVARTQKDGFHIFIVSIKTENTDASWNLNVSLSMIGPHGYISASDWPLMIFYMVMCIVYILYGILWLTWSACYWKDILRIQFWIAAVIFLGMLEKAVFYSEYQNISNTGLSTQGLLIFAELISAIKRTLARL.... Result: 1 (interaction).